This data is from Reaction yield outcomes from USPTO patents with 853,638 reactions. The task is: Predict the reaction yield, written as a fraction of the theoretical maximum amount of product (1.0 means a 100% yield; for example, 0.34 means a 34% yield). (1) The reactants are S(Cl)([Cl:4])(=O)=O.[CH3:6][NH:7][C:8]([N:10]1[C:14]([CH3:15])=[CH:13][C:12]([O:16][C:17]2[CH:22]=[CH:21][C:20]([N+:23]([O-:25])=[O:24])=[CH:19][C:18]=2[C:26]([F:29])([F:28])[F:27])=[N:11]1)=[O:9]. The catalyst is C(O)(=O)C. The product is [CH3:6][NH:7][C:8]([N:10]1[C:14]([CH3:15])=[C:13]([Cl:4])[C:12]([O:16][C:17]2[CH:22]=[CH:21][C:20]([N+:23]([O-:25])=[O:24])=[CH:19][C:18]=2[C:26]([F:29])([F:28])[F:27])=[N:11]1)=[O:9]. The yield is 0.712. (2) The reactants are [N:1]1[CH:6]=[CH:5][C:4]([C:7]2[CH:8]=[C:9]([C:14]3[CH:19]=[CH:18][CH:17]=[CH:16][CH:15]=3)[CH:10]=[CH:11][C:12]=2[OH:13])=[CH:3][N:2]=1.[Cl:20][C:21]1[CH:22]=[C:23]([S:28]([N:31](CC2C=CC(OC)=CC=2OC)[C:32]2[S:33][CH:34]=[N:35][N:36]=2)(=[O:30])=[O:29])[CH:24]=[CH:25][C:26]=1F.C(=O)([O-])[O-].[K+].[K+]. The catalyst is CS(C)=O. The product is [Cl:20][C:21]1[CH:22]=[C:23]([S:28]([NH:31][C:32]2[S:33][CH:34]=[N:35][N:36]=2)(=[O:29])=[O:30])[CH:24]=[CH:25][C:26]=1[O:13][C:12]1[CH:11]=[CH:10][C:9]([C:14]2[CH:19]=[CH:18][CH:17]=[CH:16][CH:15]=2)=[CH:8][C:7]=1[C:4]1[CH:5]=[CH:6][N:1]=[N:2][CH:3]=1. The yield is 0.490. (3) The reactants are CO[C:3](=[O:24])[C:4]1[CH:9]=[CH:8][C:7]([O:10][CH2:11][C:12]2[C:13]([C:17]3[CH:22]=[CH:21][C:20]([F:23])=[CH:19][CH:18]=3)=[N:14][O:15][CH:16]=2)=[N:6][CH:5]=1.[F:25][C:26]([F:30])([F:29])[CH2:27][NH2:28]. No catalyst specified. The product is [F:23][C:20]1[CH:19]=[CH:18][C:17]([C:13]2[C:12]([CH2:11][O:10][C:7]3[CH:8]=[CH:9][C:4]([C:3]([NH:28][CH2:27][C:26]([F:30])([F:29])[F:25])=[O:24])=[CH:5][N:6]=3)=[CH:16][O:15][N:14]=2)=[CH:22][CH:21]=1. The yield is 0.410.